This data is from Forward reaction prediction with 1.9M reactions from USPTO patents (1976-2016). The task is: Predict the product of the given reaction. (1) Given the reactants C1(O[C:8](=[O:29])[NH:9][C:10]2[S:14][N:13]=[C:12]([O:15][CH2:16][C:17]3[CH:22]=[C:21]([F:23])[C:20]([CH3:24])=[CH:19][C:18]=3[F:25])[C:11]=2[C:26](=[O:28])[NH2:27])C=CC=CC=1.[NH2:30][CH2:31][CH2:32][CH2:33][CH:34]([OH:42])[CH2:35][N:36]1[CH2:41][CH2:40][CH2:39][CH2:38][CH2:37]1, predict the reaction product. The product is: [F:25][C:18]1[CH:19]=[C:20]([CH3:24])[C:21]([F:23])=[CH:22][C:17]=1[CH2:16][O:15][C:12]1[C:11]([C:26]([NH2:27])=[O:28])=[C:10]([NH:9][C:8]([NH:30][CH2:31][CH2:32][CH2:33][CH:34]([OH:42])[CH2:35][N:36]2[CH2:37][CH2:38][CH2:39][CH2:40][CH2:41]2)=[O:29])[S:14][N:13]=1. (2) Given the reactants C(N(C(C)C)CC)(C)C.[C:10]([C:13]1[CH:18]=[CH:17][C:16]([C:19]2[CH:24]=[C:23]([N:25]3[CH2:30][CH2:29][O:28][CH2:27][CH2:26]3)[N:22]=[C:21]([N:31]3[C:35]4[CH:36]=[CH:37][CH:38]=[CH:39][C:34]=4[N:33]=[C:32]3[CH:40]([F:42])[F:41])[N:20]=2)=[CH:15][CH:14]=1)(O)=[O:11].F[P-](F)(F)(F)(F)F.N1(OC(N(C)C)=[N+](C)C)C2N=CC=CC=2N=N1.[CH3:67][N:68]([CH3:72])[CH2:69][CH2:70][NH2:71], predict the reaction product. The product is: [F:42][CH:40]([F:41])[C:32]1[N:31]([C:21]2[N:20]=[C:19]([C:16]3[CH:17]=[CH:18][C:13]([C:10](=[O:11])[NH:71][CH2:70][CH2:69][N:68]([CH3:72])[CH3:67])=[CH:14][CH:15]=3)[CH:24]=[C:23]([N:25]3[CH2:30][CH2:29][O:28][CH2:27][CH2:26]3)[N:22]=2)[C:35]2[CH:36]=[CH:37][CH:38]=[CH:39][C:34]=2[N:33]=1. (3) Given the reactants [F:1][C:2]1[CH:18]=[CH:17][C:5]([C:6]([C:8]2[CH:16]=[CH:15][CH:14]=[CH:13][C:9]=2[C:10]([OH:12])=[O:11])=O)=[CH:4][CH:3]=1.COCC(O)C.S1C=CC=C1, predict the reaction product. The product is: [F:1][C:2]1[CH:3]=[CH:4][C:5]([CH2:6][C:8]2[CH:16]=[CH:15][CH:14]=[CH:13][C:9]=2[C:10]([OH:12])=[O:11])=[CH:17][CH:18]=1. (4) Given the reactants [C:1]([N:4]1[CH2:9][CH2:8][NH:7][CH2:6][CH2:5]1)(=[O:3])[CH3:2].Br[CH2:11][C:12]1[N:16]([CH2:17][CH2:18][NH:19][C:20](=[O:26])[O:21][C:22]([CH3:25])([CH3:24])[CH3:23])[N:15]=[C:14]([CH2:27][CH3:28])[C:13]=1[O:29][C:30]1[CH:35]=[C:34]([Cl:36])[CH:33]=[C:32]([Cl:37])[CH:31]=1.C(N(C(C)C)CC)(C)C, predict the reaction product. The product is: [C:1]([N:4]1[CH2:9][CH2:8][N:7]([CH2:11][C:12]2[N:16]([CH2:17][CH2:18][NH:19][C:20](=[O:26])[O:21][C:22]([CH3:23])([CH3:24])[CH3:25])[N:15]=[C:14]([CH2:27][CH3:28])[C:13]=2[O:29][C:30]2[CH:31]=[C:32]([Cl:37])[CH:33]=[C:34]([Cl:36])[CH:35]=2)[CH2:6][CH2:5]1)(=[O:3])[CH3:2]. (5) Given the reactants [CH3:1][NH:2][NH2:3].[F:4][C:5]1[CH:10]=[CH:9][C:8]([CH2:11][CH2:12][C:13](=O)[CH:14]([CH3:25])[C:15]([C:17]2[CH:18]=[C:19]([CH:22]=[CH:23][CH:24]=2)[C:20]#[N:21])=O)=[CH:7][CH:6]=1, predict the reaction product. The product is: [F:4][C:5]1[CH:10]=[CH:9][C:8]([CH2:11][CH2:12][C:13]2[N:2]([CH3:1])[N:3]=[C:15]([C:17]3[CH:18]=[C:19]([CH:22]=[CH:23][CH:24]=3)[C:20]#[N:21])[C:14]=2[CH3:25])=[CH:7][CH:6]=1. (6) Given the reactants Cl.[Cl:2][C:3]1[CH:8]=[C:7]([C:9]2[CH:14]=[CH:13][CH:12]=[C:11]([Cl:15])[CH:10]=2)[N:6]=[C:5]2[CH2:16][CH2:17][CH2:18][C:4]=12.[NH2:19][C:20]1[CH:21]=[CH:22][C:23]([CH2:26][CH2:27][OH:28])=[N:24][CH:25]=1, predict the reaction product. The product is: [ClH:2].[Cl:15][C:11]1[CH:10]=[C:9]([C:7]2[N:6]=[C:5]3[CH2:16][CH2:17][CH2:18][C:4]3=[C:3]([NH:19][C:20]3[CH:21]=[CH:22][C:23]([CH2:26][CH2:27][OH:28])=[N:24][CH:25]=3)[CH:8]=2)[CH:14]=[CH:13][CH:12]=1. (7) Given the reactants [OH:1][C:2]1[CH:7]=[C:6]([OH:8])[CH:5]=[CH:4][C:3]=1[C:9](=[O:11])[CH3:10].Br[CH2:13][C:14]([CH3:17])=[CH:15][CH3:16], predict the reaction product. The product is: [OH:1][C:2]1[C:7]([CH2:16][CH2:15][CH:14]([CH3:17])[CH3:13])=[C:6]([OH:8])[CH:5]=[CH:4][C:3]=1[C:9](=[O:11])[CH3:10].